Task: Predict the product of the given reaction.. Dataset: Forward reaction prediction with 1.9M reactions from USPTO patents (1976-2016) (1) Given the reactants [N:1]1([C:7]([N:9]2[CH2:14][CH:13]([C:15]3[CH:20]=[CH:19][C:18]([C:21]([F:24])([F:23])[F:22])=[CH:17][CH:16]=3)[CH2:12][CH:11]([C:25](=[S:27])[NH2:26])[CH2:10]2)=[O:8])[CH2:6][CH2:5][O:4][CH2:3][CH2:2]1.Br[CH2:29][C:30](=O)[C:31]([CH3:34])([CH3:33])[CH3:32], predict the reaction product. The product is: [C:31]([C:30]1[N:26]=[C:25]([CH:11]2[CH2:12][CH:13]([C:15]3[CH:20]=[CH:19][C:18]([C:21]([F:22])([F:23])[F:24])=[CH:17][CH:16]=3)[CH2:14][N:9]([C:7]([N:1]3[CH2:6][CH2:5][O:4][CH2:3][CH2:2]3)=[O:8])[CH2:10]2)[S:27][CH:29]=1)([CH3:34])([CH3:33])[CH3:32]. (2) The product is: [N:20]1([C:2]2[C:6]3[CH2:7][N:8]([C:11](=[O:13])[CH3:12])[CH2:9][CH2:10][C:5]=3[N:4]([CH:14]3[CH2:19][CH2:18][O:17][CH2:16][CH2:15]3)[N:3]=2)[C:29]2[C:24](=[CH:25][CH:26]=[CH:27][CH:28]=2)[CH2:23][CH2:22][CH2:21]1. Given the reactants Br[C:2]1[C:6]2[CH2:7][N:8]([C:11](=[O:13])[CH3:12])[CH2:9][CH2:10][C:5]=2[N:4]([CH:14]2[CH2:19][CH2:18][O:17][CH2:16][CH2:15]2)[N:3]=1.[NH:20]1[C:29]2[C:24](=[CH:25][CH:26]=[CH:27][CH:28]=2)[CH2:23][CH2:22][CH2:21]1.C1(P(C2CCCCC2)C2C=CC=CC=2C2C(OC(C)C)=CC=CC=2OC(C)C)CCCCC1.C(O[Na])(C)(C)C, predict the reaction product. (3) Given the reactants [Cl:1][C:2]1[CH:3]=[CH:4][C:5]2[N:6]([C:8]([C:11]([C:14]3[CH:15]=[C:16]4[C:21](=[CH:22][C:23]=3[F:24])[N:20]=[CH:19][CH:18]=[CH:17]4)(O)[CH3:12])=[CH:9][N:10]=2)[N:7]=1.[PH2](=O)O.II, predict the reaction product. The product is: [Cl:1][C:2]1[CH:3]=[CH:4][C:5]2[N:6]([C:8]([CH:11]([C:14]3[CH:15]=[C:16]4[C:21](=[CH:22][C:23]=3[F:24])[N:20]=[CH:19][CH:18]=[CH:17]4)[CH3:12])=[CH:9][N:10]=2)[N:7]=1. (4) Given the reactants [Cl:1][C:2]1[CH:7]=[CH:6][C:5]([C@H:8]2[C@H:13]([OH:14])[C@@H:12]([OH:15])[C@H:11]([OH:16])[C@@H:10]([CH2:17][OH:18])[O:9]2)=[CH:4][C:3]=1[CH2:19][C:20]1[CH:25]=[CH:24][C:23]([OH:26])=[CH:22][CH:21]=1.C([O-])([O-])=O.[Cs+].[Cs+].Br[CH2:34]/[CH:35]=[CH:36]/[CH:37]1[CH2:39][CH2:38]1, predict the reaction product. The product is: [Cl:1][C:2]1[CH:7]=[CH:6][C:5]([C@H:8]2[C@H:13]([OH:14])[C@@H:12]([OH:15])[C@H:11]([OH:16])[C@@H:10]([CH2:17][OH:18])[O:9]2)=[CH:4][C:3]=1[CH2:19][C:20]1[CH:21]=[CH:22][C:23]([O:26][CH2:34]/[CH:35]=[CH:36]/[CH:37]2[CH2:39][CH2:38]2)=[CH:24][CH:25]=1.